Dataset: CYP2D6 inhibition data for predicting drug metabolism from PubChem BioAssay. Task: Regression/Classification. Given a drug SMILES string, predict its absorption, distribution, metabolism, or excretion properties. Task type varies by dataset: regression for continuous measurements (e.g., permeability, clearance, half-life) or binary classification for categorical outcomes (e.g., BBB penetration, CYP inhibition). Dataset: cyp2d6_veith. (1) The compound is CC(C)CO/N=C1/C[C@@H](O)[C@@H](O)[C@@H]2[C@@H]3C(=O)N(C[C@@H]4CCCO4)C(=O)[C@H]3CC[C@@H]12. The result is 0 (non-inhibitor). (2) The compound is Cc1ccc(-c2csc(C(C#N)=C3CCCC3)n2)cc1. The result is 0 (non-inhibitor). (3) The compound is COc1ncc2nc(-c3cc(F)cc(F)c3)c(=O)n(C[C@H]3CCCO3)c2n1. The result is 0 (non-inhibitor). (4) The molecule is CCc1c(O)nc(SCC(=O)NC(C)(C)C)n(-c2ccccc2)c1=O. The result is 0 (non-inhibitor).